Task: Predict the product of the given reaction.. Dataset: Forward reaction prediction with 1.9M reactions from USPTO patents (1976-2016) (1) Given the reactants [Br:1][C:2]1[CH:15]=[CH:14][C:5]([O:6][Si:7]([C:10]([CH3:13])([CH3:12])[CH3:11])([CH3:9])[CH3:8])=[CH:4][C:3]=1[CH3:16].ClC(Cl)C.[Br:21]N1C(=O)CCC1=O.N(C(C)(C)C#N)=NC(C)(C)C#N, predict the reaction product. The product is: [Br:1][C:2]1[CH:15]=[CH:14][C:5]([O:6][Si:7]([C:10]([CH3:11])([CH3:12])[CH3:13])([CH3:8])[CH3:9])=[CH:4][C:3]=1[CH2:16][Br:21]. (2) Given the reactants [C:1]1([CH2:7]C[Mg][Cl:10])[CH:6]=[CH:5][CH:4]=[CH:3][CH:2]=1.[CH3:11][N:12]([CH3:25])[C:13]1([C:23]#N)[CH2:22][CH2:21][C:16]2([O:20][CH2:19][CH2:18][O:17]2)[CH2:15][CH2:14]1.[Cl-].[NH4+].Cl[Si](C)(C)C, predict the reaction product. The product is: [ClH:10].[CH3:11][N:12]([CH3:25])[C:13]1([CH2:23][CH2:7][C:1]2[CH:6]=[CH:5][CH:4]=[CH:3][CH:2]=2)[CH2:22][CH2:21][C:16]2([O:20][CH2:19][CH2:18][O:17]2)[CH2:15][CH2:14]1. (3) Given the reactants Cl[C:2]1[C:7]([O:8][CH:9]([CH2:12][CH3:13])[CH2:10][CH3:11])=[CH:6][C:5]([CH3:14])=[C:4]([C:15]2[CH:20]=[CH:19][C:18]([O:21][C:22]([F:25])([F:24])[F:23])=[CH:17][C:16]=2[O:26][CH3:27])[N:3]=1.[CH2:28](B(O)O)[CH3:29].C([O-])([O-])=O.[Na+].[Na+], predict the reaction product. The product is: [CH2:28]([C:2]1[C:7]([O:8][CH:9]([CH2:12][CH3:13])[CH2:10][CH3:11])=[CH:6][C:5]([CH3:14])=[C:4]([C:15]2[CH:20]=[CH:19][C:18]([O:21][C:22]([F:25])([F:24])[F:23])=[CH:17][C:16]=2[O:26][CH3:27])[N:3]=1)[CH3:29]. (4) Given the reactants Cl[C:2]1[N:7]=[CH:6][C:5](/[CH:8]=[CH:9]/[C:10]([O:12][CH2:13][CH3:14])=[O:11])=[CH:4][N:3]=1.[CH2:15]([N:22]1[CH2:26][CH2:25][C@@H:24]([NH2:27])[CH2:23]1)[C:16]1[CH:21]=[CH:20][CH:19]=[CH:18][CH:17]=1, predict the reaction product. The product is: [CH2:15]([N:22]1[CH2:26][CH2:25][C@@H:24]([NH:27][C:2]2[N:7]=[CH:6][C:5](/[CH:8]=[CH:9]/[C:10]([O:12][CH2:13][CH3:14])=[O:11])=[CH:4][N:3]=2)[CH2:23]1)[C:16]1[CH:17]=[CH:18][CH:19]=[CH:20][CH:21]=1.